This data is from Ames mutagenicity test results for genotoxicity prediction. The task is: Regression/Classification. Given a drug SMILES string, predict its toxicity properties. Task type varies by dataset: regression for continuous values (e.g., LD50, hERG inhibition percentage) or binary classification for toxic/non-toxic outcomes (e.g., AMES mutagenicity, cardiotoxicity, hepatotoxicity). Dataset: ames. The compound is COc1ccc2c(c1)C(=O)c1nccc3cc4c(c-2c13)OCO4. The result is 1 (mutagenic).